From a dataset of Catalyst prediction with 721,799 reactions and 888 catalyst types from USPTO. Predict which catalyst facilitates the given reaction. Reactant: [OH-].[Na+].[CH2:3]([O:10][C:11]1[CH:16]=[CH:15][N:14]([C:17]2[CH:25]=[C:24]3[C:20]([C:21]4[CH2:39][CH2:38][N:37]([CH3:40])[CH2:36][C:22]=4[N:23]3S(C3C=CC(C)=CC=3)(=O)=O)=[CH:19][CH:18]=2)[C:13](=[O:41])[CH:12]=1)[C:4]1[CH:9]=[CH:8][CH:7]=[CH:6][CH:5]=1.[ClH:42].CCOCC. Product: [ClH:42].[CH2:3]([O:10][C:11]1[CH:16]=[CH:15][N:14]([C:17]2[CH:25]=[C:24]3[C:20]([C:21]4[CH2:39][CH2:38][N:37]([CH3:40])[CH2:36][C:22]=4[NH:23]3)=[CH:19][CH:18]=2)[C:13](=[O:41])[CH:12]=1)[C:4]1[CH:5]=[CH:6][CH:7]=[CH:8][CH:9]=1. The catalyst class is: 61.